From a dataset of Full USPTO retrosynthesis dataset with 1.9M reactions from patents (1976-2016). Predict the reactants needed to synthesize the given product. (1) Given the product [CH3:14][O:15][C:6](=[O:7])[C:5]1[C:4](=[CH:3][C:2]([Cl:1])=[C:12]([Cl:13])[CH:11]=1)[C:9]([OH:8])=[O:10], predict the reactants needed to synthesize it. The reactants are: [Cl:1][C:2]1[CH:3]=[C:4]2[C:9](=[O:10])[O:8][C:6](=[O:7])[C:5]2=[CH:11][C:12]=1[Cl:13].[CH3:14][O:15][Na].Cl. (2) The reactants are: [ClH:1].C(OC([N:9]1[CH2:14][CH2:13][N:12]([CH2:15][CH2:16][OH:17])[C:11](=[O:18])[CH2:10]1)=O)(C)(C)C. Given the product [ClH:1].[OH:17][CH2:16][CH2:15][N:12]1[CH2:13][CH2:14][NH:9][CH2:10][C:11]1=[O:18], predict the reactants needed to synthesize it.